Dataset: Reaction yield outcomes from USPTO patents with 853,638 reactions. Task: Predict the reaction yield, written as a fraction of the theoretical maximum amount of product (1.0 means a 100% yield; for example, 0.34 means a 34% yield). (1) The reactants are [CH2:1]=[C:2]1[O:6][C:4](=[O:5])[CH2:3]1.[Br:7][C:8]1[CH:14]=[CH:13][C:11]([NH2:12])=[C:10]([N+:15]([O-:17])=[O:16])[CH:9]=1.C(N(CC)CC)C. The catalyst is C1(C)C=CC=CC=1. The product is [Br:7][C:8]1[CH:14]=[CH:13][C:11]([NH:12][C:4](=[O:5])[CH2:3][C:2](=[O:6])[CH3:1])=[C:10]([N+:15]([O-:17])=[O:16])[CH:9]=1. The yield is 0.740. (2) The reactants are C[O:2][C:3](=O)[CH:4]([C:17]1[CH:22]=[CH:21][CH:20]=[CH:19][CH:18]=1)[O:5][CH2:6][CH2:7][NH:8][NH:9]C(OC(C)(C)C)=O. The catalyst is O. The product is [NH2:9][N:8]1[CH2:7][CH2:6][O:5][CH:4]([C:17]2[CH:22]=[CH:21][CH:20]=[CH:19][CH:18]=2)[C:3]1=[O:2]. The yield is 0.790. (3) The catalyst is ClC(Cl)C.C(O)(=O)C. The yield is 0.600. The product is [CH:21]([NH:1][C:2]1[C:10]2[N:9]=[C:8]([C:11]([N:13]3[CH2:14][CH2:15][N:16]([CH3:19])[CH2:17][CH2:18]3)=[O:12])[NH:7][C:6]=2[CH:5]=[CH:4][CH:3]=1)([CH3:23])[CH3:20]. The reactants are [NH2:1][C:2]1[C:10]2[N:9]=[C:8]([C:11]([N:13]3[CH2:18][CH2:17][N:16]([CH3:19])[CH2:15][CH2:14]3)=[O:12])[NH:7][C:6]=2[CH:5]=[CH:4][CH:3]=1.[CH3:20][C:21]([CH3:23])=O.[BH-](OC(C)=O)(OC(C)=O)OC(C)=O.[Na+]. (4) The yield is 0.980. The reactants are Br[C:2]1[CH:7]=[CH:6][CH:5]=[CH:4][CH:3]=1.[NH2:8][C:9]1[CH:14]=[CH:13][CH:12]=[CH:11][CH:10]=1. No catalyst specified. The product is [C:2]1([NH:8][C:9]2[CH:14]=[CH:13][CH:12]=[CH:11][CH:10]=2)[CH:7]=[CH:6][CH:5]=[CH:4][CH:3]=1. (5) The reactants are Cl[C:2]1[N:7]=[C:6]([O:8][CH:9]([CH3:11])[CH3:10])[C:5]([C:12]([NH:14][CH:15]2[CH:22]3[CH2:23][CH:18]4[CH2:19][C:20]([OH:25])([CH2:24][CH:16]2[CH2:17]4)[CH2:21]3)=[O:13])=[CH:4][N:3]=1.Cl.[O:27]1[CH2:31][CH2:30][C@H:29]([NH2:32])[CH2:28]1.CCN(C(C)C)C(C)C. The catalyst is C(#N)CCC.CCOC(C)=O. The product is [OH:25][C:20]12[CH2:24][CH:16]3[CH2:17][CH:18]([CH2:23][CH:22]([CH:15]3[NH:14][C:12]([C:5]3[C:6]([O:8][CH:9]([CH3:11])[CH3:10])=[N:7][C:2]([NH:32][C@H:29]4[CH2:30][CH2:31][O:27][CH2:28]4)=[N:3][CH:4]=3)=[O:13])[CH2:21]1)[CH2:19]2. The yield is 0.230.